From a dataset of Catalyst prediction with 721,799 reactions and 888 catalyst types from USPTO. Predict which catalyst facilitates the given reaction. (1) Product: [Cl:1][C:2]1[CH:3]=[CH:4][C:5]([CH3:28])=[C:6]([C@H:8]([O:20][CH2:21][CH2:22][NH:23][C:24]([O:26][CH3:27])=[O:25])[C:9]2[CH:10]=[C:11]([CH:17]=[CH:18][CH:19]=2)[C:12]([OH:14])=[O:13])[CH:7]=1. The catalyst class is: 36. Reactant: [Cl:1][C:2]1[CH:3]=[CH:4][C:5]([CH3:28])=[C:6]([C@H:8]([O:20][CH2:21][CH2:22][NH:23][C:24]([O:26][CH3:27])=[O:25])[C:9]2[CH:10]=[C:11]([CH:17]=[CH:18][CH:19]=2)[C:12]([O:14]CC)=[O:13])[CH:7]=1.[Li+].[OH-]. (2) Reactant: [C:1]([CH2:3][C:4]([CH:6]1[CH2:9][N:8]([C:10]([O:12][C:13]([CH3:16])([CH3:15])[CH3:14])=[O:11])[CH2:7]1)=O)#[N:2].Cl.[CH3:18][NH:19][NH2:20]. Product: [NH2:2][C:1]1[N:19]([CH3:18])[N:20]=[C:4]([CH:6]2[CH2:9][N:8]([C:10]([O:12][C:13]([CH3:16])([CH3:15])[CH3:14])=[O:11])[CH2:7]2)[CH:3]=1. The catalyst class is: 8.